From a dataset of Reaction yield outcomes from USPTO patents with 853,638 reactions. Predict the reaction yield, written as a fraction of the theoretical maximum amount of product (1.0 means a 100% yield; for example, 0.34 means a 34% yield). The reactants are [CH2:1]([O:3][C:4]1[C:13]2[C:8](=[CH:9][CH:10]=[CH:11][CH:12]=2)[C:7]([O:14][CH2:15][CH3:16])=[C:6]([C:17]([O-:19])=[O:18])[C:5]=1[C:20]([O:22]CC)=[O:21])[CH3:2].[OH-].[Na+]. The catalyst is C(O)C.O. The product is [CH2:15]([O:14][C:7]1[C:8]2[C:13](=[CH:12][CH:11]=[CH:10][CH:9]=2)[C:4]([O:3][CH2:1][CH3:2])=[C:5]([C:20]([OH:22])=[O:21])[C:6]=1[C:17]([OH:19])=[O:18])[CH3:16]. The yield is 0.920.